From a dataset of Reaction yield outcomes from USPTO patents with 853,638 reactions. Predict the reaction yield, written as a fraction of the theoretical maximum amount of product (1.0 means a 100% yield; for example, 0.34 means a 34% yield). The reactants are [CH3:1][N:2]([CH3:15])[C:3]([N:5]1[CH2:9][CH:8]2[CH2:10][CH:11]([C:13]#[N:14])[CH2:12][CH:7]2[CH2:6]1)=[O:4].[CH:16]1([CH2:22]Br)[CH2:21][CH2:20][CH2:19][CH2:18][CH2:17]1.C[Si](C)(C)[N-][Si](C)(C)C.[Li+].[Cl-].[NH4+]. The catalyst is O1CCCC1. The product is [CH3:1][N:2]([CH3:15])[C:3]([N:5]1[CH2:9][CH:8]2[CH2:10][C:11]([C:13]#[N:14])([CH2:22][CH:16]3[CH2:21][CH2:20][CH2:19][CH2:18][CH2:17]3)[CH2:12][CH:7]2[CH2:6]1)=[O:4]. The yield is 0.415.